Dataset: Reaction yield outcomes from USPTO patents with 853,638 reactions. Task: Predict the reaction yield, written as a fraction of the theoretical maximum amount of product (1.0 means a 100% yield; for example, 0.34 means a 34% yield). (1) The reactants are [CH3:1][O:2][C:3]([C:5]12[CH2:14][CH:9]3[CH2:10][CH:11]([CH2:13][C:7]([C:15](O)=[O:16])([CH2:8]3)[CH2:6]1)[CH2:12]2)=[O:4].CN(C(ON1N=NC2C=CC=NC1=2)=[N+](C)C)C.F[P-](F)(F)(F)(F)F.Cl.[NH2:43][CH2:44][C:45]([C:47]1[CH:52]=[CH:51][C:50]([N+:53]([O-:55])=[O:54])=[CH:49][CH:48]=1)=[O:46].CCN(C(C)C)C(C)C. The catalyst is CN(C=O)C.O. The product is [N+:53]([C:50]1[CH:49]=[CH:48][C:47]([C:45](=[O:46])[CH2:44][NH:43][C:15]([C:7]23[CH2:13][CH:11]4[CH2:10][CH:9]([CH2:14][C:5]([C:3]([O:2][CH3:1])=[O:4])([CH2:12]4)[CH2:6]2)[CH2:8]3)=[O:16])=[CH:52][CH:51]=1)([O-:55])=[O:54]. The yield is 0.640. (2) The reactants are [Cl:1][C:2]1[CH:7]=[C:6]([NH:8][C:9]([C:11]2[C:16]([NH2:17])=[CH:15][CH:14]=[C:13]([CH3:18])[N:12]=2)=[O:10])[CH:5]=[CH:4][N:3]=1.Br[C:20]1[CH:21]=[N:22][CH:23]=[CH:24][CH:25]=1.C(=O)([O-])[O-].[Cs+].[Cs+].CC1(C)C2C(=C(P(C3C=CC=CC=3)C3C=CC=CC=3)C=CC=2)OC2C(P(C3C=CC=CC=3)C3C=CC=CC=3)=CC=CC1=2.C(Cl)(Cl)Cl. The catalyst is O1CCOCC1.C1C=CC(/C=C/C(/C=C/C2C=CC=CC=2)=O)=CC=1.C1C=CC(/C=C/C(/C=C/C2C=CC=CC=2)=O)=CC=1.C1C=CC(/C=C/C(/C=C/C2C=CC=CC=2)=O)=CC=1.[Pd].[Pd]. The product is [Cl:1][C:2]1[CH:7]=[C:6]([NH:8][C:9]([C:11]2[C:16]([NH:17][C:20]3[CH:21]=[N:22][CH:23]=[CH:24][CH:25]=3)=[CH:15][CH:14]=[C:13]([CH3:18])[N:12]=2)=[O:10])[CH:5]=[CH:4][N:3]=1. The yield is 0.410. (3) The reactants are [CH:1]1[C:7]2[NH:8][CH:9]=[N:10][C:6]=2[C:4](=[O:5])[NH:3][C:2]=1N.[C:12]([O:17]C(=O)C(C)C)(=O)[CH:13]([CH3:15])[CH3:14].CC([N:26](C)C)=O. No catalyst specified. The product is [O:5]=[C:4]1[C:6]2[N:10]=[CH:9][NH:8][C:7]=2[CH:1]=[C:2]([C:13]([CH3:15])([CH3:14])[C:12]([NH2:26])=[O:17])[NH:3]1. The yield is 0.700. (4) The reactants are [F:1][C:2]1[CH:9]=[CH:8][C:5]([C:6]#[N:7])=[CH:4][CH:3]=1.[CH:10]1[C:19]2[C:14](=[CH:15][CH:16]=[CH:17][CH:18]=2)[CH:13]=[CH:12][C:11]=1[CH:20]=[O:21].C([N-]C(C)C)(C)C.[Li+]. The product is [F:1][C:2]1[CH:9]=[CH:8][C:5]([C:6]#[N:7])=[CH:4][C:3]=1[CH:20]([OH:21])[C:11]1[CH:12]=[CH:13][C:14]2[C:19](=[CH:18][CH:17]=[CH:16][CH:15]=2)[CH:10]=1. The yield is 0.320. No catalyst specified. (5) The reactants are [CH2:1]([OH:8])[C:2]1[CH:7]=[CH:6][CH:5]=[CH:4][CH:3]=1.[Na].Cl[C:11]1[N:16]=[C:15](Cl)[C:14]([CH2:18][CH3:19])=[C:13]([Cl:20])[N:12]=1. The catalyst is O. The product is [CH2:1]([O:8][C:11]1[N:16]=[C:15]([O:8][CH2:1][C:2]2[CH:7]=[CH:6][CH:5]=[CH:4][CH:3]=2)[C:14]([CH2:18][CH3:19])=[C:13]([Cl:20])[N:12]=1)[C:2]1[CH:7]=[CH:6][CH:5]=[CH:4][CH:3]=1. The yield is 0.800. (6) The reactants are Br[C:2]1[CH:3]=[CH:4][C:5]([Cl:25])=[C:6]([CH:24]=1)[C:7]([NH:9][C:10]1[N:14]([C:15]2[CH:20]=[CH:19][CH:18]=[CH:17][CH:16]=2)[N:13]=[C:12]([C:21]([NH2:23])=[O:22])[CH:11]=1)=[O:8].[CH3:26][C:27]1([CH3:43])[C:31]([CH3:33])([CH3:32])[O:30][B:29]([B:29]2[O:30][C:31]([CH3:33])([CH3:32])[C:27]([CH3:43])([CH3:26])[O:28]2)[O:28]1.C([O-])(=O)C.[K+]. The catalyst is O1CCOCC1.C1C=CC(P(C2C=CC=CC=2)[C-]2C=CC=C2)=CC=1.C1C=CC(P(C2C=CC=CC=2)[C-]2C=CC=C2)=CC=1.Cl[Pd]Cl.[Fe+2]. The product is [Cl:25][C:5]1[CH:4]=[CH:3][C:2]([B:29]2[O:30][C:31]([CH3:33])([CH3:32])[C:27]([CH3:43])([CH3:26])[O:28]2)=[CH:24][C:6]=1[C:7]([NH:9][C:10]1[N:14]([C:15]2[CH:20]=[CH:19][CH:18]=[CH:17][CH:16]=2)[N:13]=[C:12]([C:21]([NH2:23])=[O:22])[CH:11]=1)=[O:8]. The yield is 0.600. (7) The reactants are [CH2:1]([O:3][C:4]1[CH:9]=[C:8]([O:10][CH2:11][C:12]2[CH:17]=[CH:16][C:15]([O:18][CH3:19])=[CH:14][CH:13]=2)[N:7]=[CH:6][C:5]=1[C:20]1[CH:25]=[CH:24][C:23]([CH2:26][C:27](O)=[O:28])=[C:22]([F:30])[CH:21]=1)[CH3:2].[CH3:31][C:32]1[O:36][C:35]([C:37]2[CH:38]=[C:39]([CH:41]=[C:42]([C:44]([F:47])([F:46])[F:45])[CH:43]=2)[NH2:40])=[N:34][N:33]=1.CCN(CC)CC.CN(C(ON1N=NC2C=CC=NC1=2)=[N+](C)C)C.F[P-](F)(F)(F)(F)F. The catalyst is C(Cl)Cl. The product is [CH2:1]([O:3][C:4]1[CH:9]=[C:8]([O:10][CH2:11][C:12]2[CH:17]=[CH:16][C:15]([O:18][CH3:19])=[CH:14][CH:13]=2)[N:7]=[CH:6][C:5]=1[C:20]1[CH:25]=[CH:24][C:23]([CH2:26][C:27]([NH:40][C:39]2[CH:41]=[C:42]([C:44]([F:45])([F:46])[F:47])[CH:43]=[C:37]([C:35]3[O:36][C:32]([CH3:31])=[N:33][N:34]=3)[CH:38]=2)=[O:28])=[C:22]([F:30])[CH:21]=1)[CH3:2]. The yield is 0.130.